From a dataset of Forward reaction prediction with 1.9M reactions from USPTO patents (1976-2016). Predict the product of the given reaction. (1) Given the reactants [CH3:1][C:2]([CH3:4])=O.[N+:5]([C:8]1[CH:13]=[CH:12][C:11]([OH:14])=[CH:10][CH:9]=1)([O-:7])=[O:6].C(=O)([O-])[O-].[K+].[K+], predict the reaction product. The product is: [CH2:1]([O:14][C:11]1[CH:12]=[CH:13][C:8]([N+:5]([O-:7])=[O:6])=[CH:9][CH:10]=1)[C:2]1[CH:4]=[CH:10][CH:9]=[CH:8][CH:13]=1. (2) Given the reactants OC(C(F)(F)F)=O.[CH2:8]1[C:11]2([CH2:15][CH2:14][CH2:13][NH:12]2)[CH2:10][O:9]1.[CH3:16][O:17][C:18]1[CH:25]=[C:24]([O:26][CH:27]2[CH2:30][N:29]([C:31]([C:33]3[O:34][C:35]([C:38]4[CH:43]=[CH:42][CH:41]=[CH:40][CH:39]=4)=[N:36][N:37]=3)=[O:32])[CH2:28]2)[CH:23]=[CH:22][C:19]=1[CH:20]=O.C(N(CC)CC)C.[Na].C([O-])(O)=O.[Na+], predict the reaction product. The product is: [CH2:10]1[C:11]2([CH2:15][CH2:14][CH2:13][N:12]2[CH2:20][C:19]2[CH:22]=[CH:23][C:24]([O:26][CH:27]3[CH2:28][N:29]([C:31]([C:33]4[O:34][C:35]([C:38]5[CH:43]=[CH:42][CH:41]=[CH:40][CH:39]=5)=[N:36][N:37]=4)=[O:32])[CH2:30]3)=[CH:25][C:18]=2[O:17][CH3:16])[CH2:8][O:9]1. (3) Given the reactants [CH3:1][O:2][C:3]1[CH:12]=[C:11]2[C:6]([C:7](=[N:18]OC)[CH2:8][CH:9]([C:13]([O:15][CH2:16][CH3:17])=[O:14])[O:10]2)=[CH:5][CH:4]=1.[ClH:21].COC1CCCC1, predict the reaction product. The product is: [ClH:21].[NH2:18][CH:7]1[C:6]2[C:11](=[CH:12][C:3]([O:2][CH3:1])=[CH:4][CH:5]=2)[O:10][CH:9]([C:13]([O:15][CH2:16][CH3:17])=[O:14])[CH2:8]1. (4) Given the reactants [F:1][C:2]1[CH:3]=[C:4]([C@H:10]2[CH2:14][O:13][C:12]([CH3:16])([CH3:15])[N:11]2[C:17]([O:19][C:20]([CH3:23])([CH3:22])[CH3:21])=[O:18])[CH:5]=[C:6]([CH2:8]O)[CH:7]=1.[Cl:24]C1N=C(Cl)N=C(Cl)N=1, predict the reaction product. The product is: [Cl:24][CH2:8][C:6]1[CH:5]=[C:4]([C@H:10]2[CH2:14][O:13][C:12]([CH3:16])([CH3:15])[N:11]2[C:17]([O:19][C:20]([CH3:23])([CH3:22])[CH3:21])=[O:18])[CH:3]=[C:2]([F:1])[CH:7]=1. (5) Given the reactants CC(C)([O-])C.[K+].[CH3:7][O:8][C:9]1[CH:14]=[CH:13][C:12](/[CH:15]=[CH:16]/[CH:17]=O)=[CH:11][CH:10]=1.[C:19]([CH2:21][C:22]([NH2:24])=[O:23])#[N:20].O=O, predict the reaction product. The product is: [CH3:7][O:8][C:9]1[CH:14]=[CH:13][C:12]([C:15]2[CH:16]=[CH:17][NH:24][C:22](=[O:23])[C:21]=2[C:19]#[N:20])=[CH:11][CH:10]=1. (6) Given the reactants [C:1](#[N:6])[CH2:2][CH2:3][C:4]#[CH:5].Br[C:8]1[CH:17]=[C:16]2[C:11]([CH:12]=[C:13]([OH:26])[C:14]([N:18]3[S:22](=[O:24])(=[O:23])[NH:21][C:20](=[O:25])[CH2:19]3)=[CH:15]2)=[CH:10][CH:9]=1, predict the reaction product. The product is: [OH:26][C:13]1[CH:12]=[C:11]2[C:16](=[CH:15][C:14]=1[N:18]1[CH2:19][C:20](=[O:25])[NH:21][S:22]1(=[O:24])=[O:23])[CH:17]=[C:8](/[CH:5]=[CH:4]/[CH2:3][CH2:2][C:1]#[N:6])[CH:9]=[CH:10]2. (7) Given the reactants [CH3:1][O:2][C:3]([C:5]1([C:8]2[CH:13]=[CH:12][C:11]([C:14](Cl)=[O:15])=[CH:10][CH:9]=2)[CH2:7][CH2:6]1)=[O:4].[C:17]([O:21][C:22](=[O:29])[NH:23][CH:24]1[CH2:28][CH2:27][NH:26][CH2:25]1)([CH3:20])([CH3:19])[CH3:18].CCN(C(C)C)C(C)C.O, predict the reaction product. The product is: [CH3:1][O:2][C:3]([C:5]1([C:8]2[CH:13]=[CH:12][C:11]([C:14]([N:26]3[CH2:27][CH2:28][CH:24]([NH:23][C:22]([O:21][C:17]([CH3:20])([CH3:19])[CH3:18])=[O:29])[CH2:25]3)=[O:15])=[CH:10][CH:9]=2)[CH2:7][CH2:6]1)=[O:4]. (8) Given the reactants [CH3:1][O:2][C:3]1[CH:30]=[CH:29][CH:28]=[CH:27][C:4]=1[C:5]([C:7]1[CH:12]=[CH:11][C:10]([CH3:13])=[CH:9][C:8]=1[NH:14][C:15](=[O:26])[NH:16][C:17]1[S:18][CH:19]=[C:20]([CH2:22][C:23]([OH:25])=O)[N:21]=1)=[O:6].[CH3:31][NH2:32].C1COCC1, predict the reaction product. The product is: [CH3:1][O:2][C:3]1[CH:30]=[CH:29][CH:28]=[CH:27][C:4]=1[C:5]([C:7]1[CH:12]=[CH:11][C:10]([CH3:13])=[CH:9][C:8]=1[NH:14][C:15](=[O:26])[NH:16][C:17]1[S:18][CH:19]=[C:20]([CH2:22][C:23]([NH:32][CH3:31])=[O:25])[N:21]=1)=[O:6]. (9) Given the reactants Cl.Cl.[C:3]([C:7]1[CH:12]=[C:11]([CH3:13])[CH:10]=[CH:9][C:8]=1[N:14]1[CH2:19][CH2:18][NH:17][CH2:16][CH2:15]1)([CH3:6])([CH3:5])[CH3:4].[O:20]=[C:21]1[NH:25][CH:24]([CH2:26][C:27](O)=[O:28])[C:23](=[O:30])[NH:22]1.C(N(CC)CC)C.CCN=C=NCCCN(C)C.C1C=CC2N(O)N=NC=2C=1.C([O-])(O)=O.[Na+], predict the reaction product. The product is: [C:3]([C:7]1[CH:12]=[C:11]([CH3:13])[CH:10]=[CH:9][C:8]=1[N:14]1[CH2:15][CH2:16][N:17]([C:27](=[O:28])[CH2:26][CH:24]2[NH:25][C:21](=[O:20])[NH:22][C:23]2=[O:30])[CH2:18][CH2:19]1)([CH3:6])([CH3:4])[CH3:5].